Dataset: Catalyst prediction with 721,799 reactions and 888 catalyst types from USPTO. Task: Predict which catalyst facilitates the given reaction. (1) Reactant: Br[CH2:2][C:3]1[CH:8]=[CH:7][C:6]([I:9])=[CH:5][C:4]=1[CH2:10]Br.[C:12]([NH2:31])([C:25]1[CH:30]=[CH:29][CH:28]=[CH:27][CH:26]=1)([C:19]1[CH:24]=[CH:23][CH:22]=[CH:21][CH:20]=1)[C:13]1[CH:18]=[CH:17][CH:16]=[CH:15][CH:14]=1.C(N(CC)C(C)C)(C)C. Product: [I:9][C:6]1[CH:5]=[C:4]2[C:3](=[CH:8][CH:7]=1)[CH2:2][N:31]([C:12]([C:13]1[CH:18]=[CH:17][CH:16]=[CH:15][CH:14]=1)([C:25]1[CH:26]=[CH:27][CH:28]=[CH:29][CH:30]=1)[C:19]1[CH:20]=[CH:21][CH:22]=[CH:23][CH:24]=1)[CH2:10]2. The catalyst class is: 3. (2) Reactant: C[O:2][C:3](=[O:44])[C@H:4]([NH:24][C:25]([N:27]1[CH2:32][CH2:31][CH:30]([N:33]2[CH2:42][C:41]3[C:36](=[CH:37][CH:38]=[CH:39][CH:40]=3)[NH:35][C:34]2=[O:43])[CH2:29][CH2:28]1)=[O:26])[CH2:5][C:6]1[CH:7]=[C:8]2[C:12](=[CH:13][CH:14]=1)[N:11]([S:15]([CH2:18][CH2:19][Si:20]([CH3:23])([CH3:22])[CH3:21])(=[O:17])=[O:16])[N:10]=[CH:9]2.O.[OH-].[Li+].Cl. Product: [O:43]=[C:34]1[N:33]([CH:30]2[CH2:29][CH2:28][N:27]([C:25]([NH:24][C@H:4]([CH2:5][C:6]3[CH:7]=[C:8]4[C:12](=[CH:13][CH:14]=3)[N:11]([S:15]([CH2:18][CH2:19][Si:20]([CH3:21])([CH3:23])[CH3:22])(=[O:17])=[O:16])[N:10]=[CH:9]4)[C:3]([OH:44])=[O:2])=[O:26])[CH2:32][CH2:31]2)[CH2:42][C:41]2[C:36](=[CH:37][CH:38]=[CH:39][CH:40]=2)[NH:35]1. The catalyst class is: 193.